This data is from Forward reaction prediction with 1.9M reactions from USPTO patents (1976-2016). The task is: Predict the product of the given reaction. (1) Given the reactants [CH2:1]([N:8]1[N:12]=[N:11][C:10]([C:13]2[C:14]([NH:35][CH:36]3[CH2:41][CH2:40][CH2:39][CH2:38][CH2:37]3)=[N:15][C:16]([NH:19][C:20]3[CH:25]=[CH:24][C:23]([S:26]([CH3:34])(=[N:28]C(OCC)=O)=[O:27])=[CH:22][CH:21]=3)=[N:17][CH:18]=2)=[N:9]1)[C:2]1[CH:7]=[CH:6][CH:5]=[CH:4][CH:3]=1.C([O-])C.[Na+].[Na+].[Cl-], predict the reaction product. The product is: [CH2:1]([N:8]1[N:12]=[N:11][C:10]([C:13]2[C:14]([NH:35][CH:36]3[CH2:41][CH2:40][CH2:39][CH2:38][CH2:37]3)=[N:15][C:16]([NH:19][C:20]3[CH:25]=[CH:24][C:23]([S:26]([CH3:34])(=[NH:28])=[O:27])=[CH:22][CH:21]=3)=[N:17][CH:18]=2)=[N:9]1)[C:2]1[CH:3]=[CH:4][CH:5]=[CH:6][CH:7]=1. (2) The product is: [CH3:55][O:56][C:57]([C:31]1[CH:32]=[N:33][C:11]2[NH:10][C:14]3[CH:15]=[N:16][C:17]([C:28]#[N:29])=[C:18]([O:19][CH:20]4[CH2:25][CH2:24][N:23]([CH2:26][CH3:27])[CH2:22][CH2:21]4)[C:13]=3[C:12]=2[CH:30]=1)=[O:70]. Given the reactants C1(S([N:10]2[C:14]3[CH:15]=[N:16][C:17]([C:28]#[N:29])=[C:18]([O:19][CH:20]4[CH2:25][CH2:24][N:23]([CH2:26][CH3:27])[CH2:22][CH2:21]4)[C:13]=3[C:12]3[CH:30]=[C:31](Br)[CH:32]=[N:33][C:11]2=3)(=O)=O)C=CC=CC=1.F[B-](F)(F)F.C([PH+](C(C)(C)C)C(C)(C)C)(C)(C)C.O1C[CH2:57][O:56][CH2:55]C1.N12CCCN=C1CCCCC2.[OH2:70], predict the reaction product. (3) The product is: [CH3:52][CH2:51][CH2:50][C:7]1[N:8]([CH2:13][C:14]2[CH:15]=[CH:16][C:17]([C:20]3[C:21]([C:26]4[N:30]([C:31]([C:44]5[CH:49]=[CH:48][CH:47]=[CH:46][CH:45]=5)([C:38]5[CH:39]=[CH:40][CH:41]=[CH:42][CH:43]=5)[C:32]5[CH:33]=[CH:34][CH:35]=[CH:36][CH:37]=5)[N:29]=[N:28][N:27]=4)=[CH:22][CH:23]=[CH:24][CH:25]=3)=[CH:18][CH:19]=2)[C:9]([C:10]([O:12][CH2:68][C:67]2[O:66][C:65](=[O:69])[O:64][C:63]=2[CH3:62])=[O:11])=[C:5]([C:2]([OH:1])([CH3:3])[CH3:4])[N:6]=1. Given the reactants [OH:1][C:2]([C:5]1[N:6]=[C:7]([CH2:50][CH2:51][CH3:52])[N:8]([CH2:13][C:14]2[CH:19]=[CH:18][C:17]([C:20]3[CH:25]=[CH:24][CH:23]=[CH:22][C:21]=3[C:26]3[N:30]([C:31]([C:44]4[CH:49]=[CH:48][CH:47]=[CH:46][CH:45]=4)([C:38]4[CH:43]=[CH:42][CH:41]=[CH:40][CH:39]=4)[C:32]4[CH:37]=[CH:36][CH:35]=[CH:34][CH:33]=4)[N:29]=[N:28][N:27]=3)=[CH:16][CH:15]=2)[C:9]=1[C:10]([OH:12])=[O:11])([CH3:4])[CH3:3].C(=O)([O-])[O-].[K+].[K+].[I-].[K+].Cl[CH2:62][C:63]1[O:64][C:65](=[O:69])[O:66][C:67]=1[CH3:68], predict the reaction product. (4) Given the reactants [CH:1]1([C:7]2[C:8]3[CH:37]=[CH:36][C:35]([C:38]([O:40][CH3:41])=[O:39])=[CH:34][C:9]=3[N:10]3[C:16]=2[C:15]2[CH:17]=[CH:18][CH:19]=[C:20]([N:21]([CH2:25][C:26](=O)[N:27]4[CH2:32][CH2:31][CH2:30][CH2:29][CH2:28]4)[CH2:22][CH2:23][CH3:24])[C:14]=2[O:13][CH2:12][CH2:11]3)[CH2:6][CH2:5][CH2:4][CH2:3][CH2:2]1.Cl.[OH-].[Na+], predict the reaction product. The product is: [CH:1]1([C:7]2[C:8]3[CH:37]=[CH:36][C:35]([C:38]([O:40][CH3:41])=[O:39])=[CH:34][C:9]=3[N:10]3[C:16]=2[C:15]2[CH:17]=[CH:18][CH:19]=[C:20]([N:21]([CH2:25][CH2:26][N:27]4[CH2:32][CH2:31][CH2:30][CH2:29][CH2:28]4)[CH2:22][CH2:23][CH3:24])[C:14]=2[O:13][CH2:12][CH2:11]3)[CH2:6][CH2:5][CH2:4][CH2:3][CH2:2]1. (5) Given the reactants Br[CH2:2][CH2:3][C@H:4]([NH:21][C:22](=[O:28])[O:23][C:24]([CH3:27])([CH3:26])[CH3:25])[C:5]1[N:10]([C:11]2[CH:16]=[CH:15][CH:14]=[CH:13][CH:12]=2)[C:9](=[O:17])[C:8]2=[CH:18][CH:19]=[CH:20][N:7]2[N:6]=1.[CH2:29]([SH:36])[C:30]1[CH:35]=[CH:34][CH:33]=[CH:32][CH:31]=1.C(=O)([O-])[O-].[K+].[K+], predict the reaction product. The product is: [CH2:29]([S:36][CH2:2][CH2:3][C@H:4]([NH:21][C:22](=[O:28])[O:23][C:24]([CH3:27])([CH3:26])[CH3:25])[C:5]1[N:10]([C:11]2[CH:16]=[CH:15][CH:14]=[CH:13][CH:12]=2)[C:9](=[O:17])[C:8]2=[CH:18][CH:19]=[CH:20][N:7]2[N:6]=1)[C:30]1[CH:35]=[CH:34][CH:33]=[CH:32][CH:31]=1. (6) Given the reactants [CH3:1][N:2]1[CH2:6][CH:5]([C:7]([OH:9])=O)[N:4]([CH2:10][C:11]([F:14])([F:13])[F:12])[C:3]1=[O:15].O.ON1C2C=CC=CC=2N=N1.Cl.C(N=C=NCCCN(C)C)C.C(N1CCOCC1)C.[Cl:47][C:48]1[CH:53]=[C:52]([Cl:54])[CH:51]=[CH:50][C:49]=1[CH2:55][NH2:56], predict the reaction product. The product is: [Cl:47][C:48]1[CH:53]=[C:52]([Cl:54])[CH:51]=[CH:50][C:49]=1[CH2:55][NH:56][C:7]([CH:5]1[CH2:6][N:2]([CH3:1])[C:3](=[O:15])[N:4]1[CH2:10][C:11]([F:14])([F:13])[F:12])=[O:9]. (7) Given the reactants [C:1]([CH2:3][C:4]([NH2:6])=[S:5])#[N:2].[CH3:7][CH:8]([CH3:16])[CH2:9][C:10](=O)[CH2:11][C:12](=O)[CH3:13].C(N(CC)CC)C, predict the reaction product. The product is: [CH2:9]([C:10]1[CH:11]=[C:12]([CH3:13])[C:3]([C:1]#[N:2])=[C:4]([SH:5])[N:6]=1)[CH:8]([CH3:16])[CH3:7]. (8) Given the reactants [C:1]([O:5][C:6](=[O:25])[NH:7][C:8]1[CH:13]=[C:12]([O:14][CH2:15][C:16]([F:19])([F:18])[F:17])[C:11]([C:20]([F:23])([F:22])[F:21])=[CH:10][C:9]=1[NH2:24])([CH3:4])([CH3:3])[CH3:2].C([O:30][C:31](=O)[CH2:32][C:33]([C:35]1[CH:40]=[CH:39][CH:38]=[C:37]([C:41]2[CH:46]=[CH:45][N:44]=[C:43]([CH2:47][CH:48]([CH3:50])[CH3:49])[CH:42]=2)[CH:36]=1)=[O:34])(C)(C)C, predict the reaction product. The product is: [C:1]([O:5][C:6](=[O:25])[NH:7][C:8]1[CH:13]=[C:12]([O:14][CH2:15][C:16]([F:18])([F:17])[F:19])[C:11]([C:20]([F:22])([F:23])[F:21])=[CH:10][C:9]=1[NH:24][C:31](=[O:30])[CH2:32][C:33]([C:35]1[CH:40]=[CH:39][CH:38]=[C:37]([C:41]2[CH:46]=[CH:45][N:44]=[C:43]([CH2:47][CH:48]([CH3:49])[CH3:50])[CH:42]=2)[CH:36]=1)=[O:34])([CH3:4])([CH3:2])[CH3:3].